Dataset: Full USPTO retrosynthesis dataset with 1.9M reactions from patents (1976-2016). Task: Predict the reactants needed to synthesize the given product. (1) Given the product [C:2]1([NH:56][C@@H:57]2[CH2:65][C:64]3[C:59](=[CH:60][CH:61]=[C:62]([NH:66][C:67]([C:69]4[C:70]([C:76]5[CH:77]=[CH:78][C:79]([C:82]([F:83])([F:84])[F:85])=[CH:80][CH:81]=5)=[C:71]([CH3:75])[CH:72]=[CH:73][CH:74]=4)=[O:68])[CH:63]=3)[CH2:58]2)[CH:7]=[CH:6][CH:5]=[CH:4][CH:3]=1, predict the reactants needed to synthesize it. The reactants are: Br[C:2]1[CH:7]=[CH:6][CH:5]=[CH:4][CH:3]=1.CC1(C)C2C(=C(P(C3C=CC=CC=3)C3C=CC=CC=3)C=CC=2)OC2C(P(C3C=CC=CC=3)C3C=CC=CC=3)=CC=CC1=2.C([O-])([O-])=O.[Cs+].[Cs+].[NH2:56][C@@H:57]1[CH2:65][C:64]2[C:59](=[CH:60][CH:61]=[C:62]([NH:66][C:67]([C:69]3[C:70]([C:76]4[CH:81]=[CH:80][C:79]([C:82]([F:85])([F:84])[F:83])=[CH:78][CH:77]=4)=[C:71]([CH3:75])[CH:72]=[CH:73][CH:74]=3)=[O:68])[CH:63]=2)[CH2:58]1. (2) Given the product [CH3:22][O:21][C:18]1([CH2:23][N:24]([CH3:25])[CH3:26])[CH2:19][CH2:20][NH:15][CH2:16][CH2:17]1, predict the reactants needed to synthesize it. The reactants are: FC(F)(F)C(O)=O.C(OC([N:15]1[CH2:20][CH2:19][C:18]([CH2:23][N:24]([CH3:26])[CH3:25])([O:21][CH3:22])[CH2:17][CH2:16]1)=O)(C)(C)C. (3) Given the product [Cl:45][C:42]1[CH:43]=[CH:44][C:39]([CH2:38][C@@H:18]([NH:17][C:14]([CH:9]2[CH2:10][CH2:11][CH2:12][CH2:13][N:8]2[C:6]([O:5][C:1]([CH3:2])([CH3:3])[CH3:4])=[O:7])=[O:16])[C:19]([N:21]2[CH2:26][CH2:25][N:24]([C:27]3[CH:32]=[CH:31][CH:30]=[CH:29][C:28]=3[NH:33][S:34]([CH3:37])(=[O:35])=[O:36])[CH2:23][CH2:22]2)=[O:20])=[CH:40][CH:41]=1.[Cl:45][C:42]1[CH:41]=[CH:40][C:39]([CH2:38][C@@H:18]([NH:17][C:14]([CH:9]2[CH2:10][CH2:11][CH2:12][CH2:13][N:8]2[CH3:6])=[O:15])[C:19]([N:21]2[CH2:22][CH2:23][N:24]([C:27]3[CH:32]=[CH:31][CH:30]=[CH:29][C:28]=3[NH:33][S:34]([CH3:37])(=[O:35])=[O:36])[CH2:25][CH2:26]2)=[O:20])=[CH:44][CH:43]=1, predict the reactants needed to synthesize it. The reactants are: [C:1]([O:5][C:6]([N:8]1[CH2:13][CH2:12][CH2:11][CH2:10][CH:9]1[C:14]([OH:16])=[O:15])=[O:7])([CH3:4])([CH3:3])[CH3:2].[NH2:17][C@H:18]([CH2:38][C:39]1[CH:44]=[CH:43][C:42]([Cl:45])=[CH:41][CH:40]=1)[C:19]([N:21]1[CH2:26][CH2:25][N:24]([C:27]2[CH:32]=[CH:31][CH:30]=[CH:29][C:28]=2[NH:33][S:34]([CH3:37])(=[O:36])=[O:35])[CH2:23][CH2:22]1)=[O:20]. (4) Given the product [ClH:30].[OH:1][C:2]1[CH:29]=[CH:28][C:5]([C:6]([NH:8][C:9]2[CH:10]=[CH:11][C:12]([CH:15]3[O:20][CH2:19][CH2:18][NH:17][CH2:16]3)=[CH:13][CH:14]=2)=[O:7])=[CH:4][CH:3]=1, predict the reactants needed to synthesize it. The reactants are: [OH:1][C:2]1[CH:29]=[CH:28][C:5]([C:6]([NH:8][C:9]2[CH:14]=[CH:13][C:12]([CH:15]3[O:20][CH2:19][CH2:18][N:17](C(OC(C)(C)C)=O)[CH2:16]3)=[CH:11][CH:10]=2)=[O:7])=[CH:4][CH:3]=1.[ClH:30].O1CCOCC1.